Dataset: CYP1A2 inhibition data for predicting drug metabolism from PubChem BioAssay. Task: Regression/Classification. Given a drug SMILES string, predict its absorption, distribution, metabolism, or excretion properties. Task type varies by dataset: regression for continuous measurements (e.g., permeability, clearance, half-life) or binary classification for categorical outcomes (e.g., BBB penetration, CYP inhibition). Dataset: cyp1a2_veith. (1) The molecule is CN(C)c1ccc(-c2nc(NC3CCNCC3)c3ccccc3n2)cc1. The result is 1 (inhibitor). (2) The drug is COc1ccc(NC(=O)N2CCCC3(CCN(C(=O)Oc4ccccc4)CC3)C2)cc1. The result is 1 (inhibitor). (3) The compound is Cc1c(-c2nc(N)nc(C3CC3)c2C)nc(N)nc1C1CC1. The result is 0 (non-inhibitor). (4) The molecule is Cc1ccc(N2CCN(CCC(=O)O)CC2)cc1. The result is 0 (non-inhibitor). (5) The molecule is COC(=O)c1ccc(Oc2coc3cc(OCc4cnn(-c5ccccc5)c4)ccc3c2=O)cc1. The result is 0 (non-inhibitor). (6) The drug is CCOc1ccc(C(=O)O)cc1OC. The result is 0 (non-inhibitor). (7) The drug is CCCc1cc(=O)oc2c(CN3CCOCC3)c(O)ccc12. The result is 1 (inhibitor). (8) The drug is CCOc1ccc2nc(C)cc(Nc3ccc4c(c3)OCCO4)c2c1.Cl. The result is 1 (inhibitor). (9) The drug is Cc1ccc(C(C(=O)NCc2ccco2)N(C(=O)CNC(=O)c2cccs2)c2ccccc2C)cc1. The result is 0 (non-inhibitor).